From a dataset of Full USPTO retrosynthesis dataset with 1.9M reactions from patents (1976-2016). Predict the reactants needed to synthesize the given product. (1) Given the product [Cl:1][C:2]1[CH:10]=[C:6]([C:7]([NH:20][C@H:21]([C:23]2[CH:32]=[CH:31][C:26]([C:27]([O:29][CH3:30])=[O:28])=[CH:25][CH:24]=2)[CH3:22])=[O:9])[C:5]([CH2:11][C:12]2[CH:17]=[CH:16][CH:15]=[C:14]([Cl:18])[CH:13]=2)=[N:4][CH:3]=1, predict the reactants needed to synthesize it. The reactants are: [Cl:1][C:2]1[CH:3]=[N:4][C:5]([CH2:11][C:12]2[CH:17]=[CH:16][CH:15]=[C:14]([Cl:18])[CH:13]=2)=[C:6]([CH:10]=1)[C:7]([OH:9])=O.Cl.[NH2:20][C@H:21]([C:23]1[CH:32]=[CH:31][C:26]([C:27]([O:29][CH3:30])=[O:28])=[CH:25][CH:24]=1)[CH3:22]. (2) Given the product [NH2:8]/[C:7](/[NH:6][CH2:5][C:4]1[CH:34]=[C:35]([Cl:44])[C:36]([NH:37][C:38](=[O:43])[CH2:39][N:40]([CH3:41])[CH3:42])=[C:2]([Cl:1])[CH:3]=1)=[N:16]\[C:17]([C@H:19]1[CH2:23][CH2:22][CH2:21][N:20]1[C:24]1[CH:25]=[CH:26][C:27]([C:30]([F:31])([F:32])[F:33])=[CH:28][CH:29]=1)=[O:18].[C:45]([OH:51])([C:47]([F:50])([F:49])[F:48])=[O:46], predict the reactants needed to synthesize it. The reactants are: [Cl:1][C:2]1[CH:3]=[C:4]([CH:34]=[C:35]([Cl:44])[C:36]=1[NH:37][C:38](=[O:43])[CH2:39][N:40]([CH3:42])[CH3:41])[CH2:5][NH:6][C:7]([NH:16][C:17]([C@H:19]1[CH2:23][CH2:22][CH2:21][N:20]1[C:24]1[CH:29]=[CH:28][C:27]([C:30]([F:33])([F:32])[F:31])=[CH:26][CH:25]=1)=[O:18])=[N:8]C(=O)OC(C)(C)C.[C:45]([OH:51])([C:47]([F:50])([F:49])[F:48])=[O:46]. (3) Given the product [Si:45]([O:52][C:53]1[CH:58]=[C:57]([CH3:59])[C:56]([C:13]2[CH:14]=[CH:15][CH:16]=[C:17]3[C:12]=2[CH2:11][CH2:10][CH:9]3[N:8]([S:26]([C:29]2[CH:34]=[CH:33][CH:32]=[CH:31][C:30]=2[N+:35]([O-:37])=[O:36])(=[O:28])=[O:27])[C:6]2[CH:5]=[CH:4][C:3]([CH2:38][CH2:39][C:40]([O:42][CH2:43][CH3:44])=[O:41])=[C:2]([F:1])[CH:7]=2)=[C:55]([CH3:63])[CH:54]=1)([C:48]([CH3:51])([CH3:50])[CH3:49])([CH3:47])[CH3:46], predict the reactants needed to synthesize it. The reactants are: [F:1][C:2]1[CH:7]=[C:6]([N:8]([S:26]([C:29]2[CH:34]=[CH:33][CH:32]=[CH:31][C:30]=2[N+:35]([O-:37])=[O:36])(=[O:28])=[O:27])[CH:9]2[C:17]3[C:12](=[C:13](OS(C(F)(F)F)(=O)=O)[CH:14]=[CH:15][CH:16]=3)[CH2:11][CH2:10]2)[CH:5]=[CH:4][C:3]=1[CH2:38][CH2:39][C:40]([O:42][CH2:43][CH3:44])=[O:41].[Si:45]([O:52][C:53]1[CH:58]=[C:57]([CH3:59])[C:56](B(O)O)=[C:55]([CH3:63])[CH:54]=1)([C:48]([CH3:51])([CH3:50])[CH3:49])([CH3:47])[CH3:46].C(=O)([O-])[O-].[Na+].[Na+]. (4) Given the product [C:16]1([CH:15]([C:22]2[CH:27]=[CH:26][CH:25]=[CH:24][CH:23]=2)[CH2:14][CH2:13][NH:12][C:10]2[C:9]3[C:4](=[CH:5][CH:6]=[CH:7][CH:8]=3)[N:3]=[C:2]([C:33]3[CH:32]=[N:31][C:30]([N:29]([CH3:39])[CH3:28])=[N:35][CH:34]=3)[N:11]=2)[CH:21]=[CH:20][CH:19]=[CH:18][CH:17]=1, predict the reactants needed to synthesize it. The reactants are: Cl[C:2]1[N:11]=[C:10]([NH:12][CH2:13][CH2:14][CH:15]([C:22]2[CH:27]=[CH:26][CH:25]=[CH:24][CH:23]=2)[C:16]2[CH:21]=[CH:20][CH:19]=[CH:18][CH:17]=2)[C:9]2[C:4](=[CH:5][CH:6]=[CH:7][CH:8]=2)[N:3]=1.[CH3:28][N:29]([CH3:39])[C:30]1[N:35]=[CH:34][C:33](B(O)O)=[CH:32][N:31]=1.C(NC1C2C(=CC=CC=2)N=C(C2SC3C=CC=CC=3C=2)N=1)(C1C=CC=CC=1)C1C=CC=CC=1. (5) Given the product [CH3:1][S:2]([C:3]1[S:4][C:5]2[C:10]([N:11]=1)=[CH:9][CH:8]=[CH:7][N:6]=2)(=[O:13])=[O:18], predict the reactants needed to synthesize it. The reactants are: [CH3:1][S:2][C:3]1[S:4][C:5]2[C:10]([N:11]=1)=[CH:9][CH:8]=[CH:7][N:6]=2.[Mn]([O-])(=O)(=O)=[O:13].[K+].[OH2:18].